Dataset: Reaction yield outcomes from USPTO patents with 853,638 reactions. Task: Predict the reaction yield, written as a fraction of the theoretical maximum amount of product (1.0 means a 100% yield; for example, 0.34 means a 34% yield). (1) The reactants are [CH3:1][O:2][C:3]1[CH:4]=[C:5]([Mg]Br)[CH:6]=[CH:7][CH:8]=1.[CH2:11]1[CH2:15][O:14][CH2:13][CH2:12]1.C1(=O)CCC1.[NH4+].[Cl-]. The catalyst is C(OCC)C.O. The product is [CH3:1][O:2][C:3]1[CH:4]=[C:5]([C:15]2([OH:14])[CH2:11][CH2:12][CH2:13]2)[CH:6]=[CH:7][CH:8]=1. The yield is 0.860. (2) The reactants are [N:1]1([CH2:7][C:8]([O:10]C)=O)[CH2:6][CH2:5][O:4][CH2:3][CH2:2]1.[NH2:12][NH2:13]. The catalyst is C(O)C. The product is [NH2:12][NH:13][C:8](=[O:10])[CH2:7][N:1]1[CH2:6][CH2:5][O:4][CH2:3][CH2:2]1. The yield is 1.00. (3) The reactants are [Cl:1][C:2]1[CH:7]=[CH:6][C:5]([CH2:8][NH2:9])=[C:4]([F:10])[C:3]=1[O:11][C:12]1[CH:17]=[CH:16][CH:15]=[CH:14][CH:13]=1.[Cl:18][C:19]1[N:20]=[C:21]([CH3:27])[NH:22][C:23]=1[C:24](O)=[O:25].CN(C(ON1N=NC2C=CC=NC1=2)=[N+](C)C)C.F[P-](F)(F)(F)(F)F.CCN(C(C)C)C(C)C. The catalyst is CN(C=O)C. The product is [Cl:18][C:19]1[N:20]=[C:21]([CH3:27])[NH:22][C:23]=1[C:24]([NH:9][CH2:8][C:5]1[CH:6]=[CH:7][C:2]([Cl:1])=[C:3]([O:11][C:12]2[CH:13]=[CH:14][CH:15]=[CH:16][CH:17]=2)[C:4]=1[F:10])=[O:25]. The yield is 0.180. (4) The reactants are [Cl:1][C:2]1[C:3]([O:12][C:13]2[CH:18]=[C:17]([O:19][CH2:20][CH2:21][O:22][CH3:23])[CH:16]=[CH:15][C:14]=2[CH2:24][CH2:25][C:26](O)=[O:27])=[N:4][CH:5]=[C:6]([C:8]([F:11])([F:10])[F:9])[CH:7]=1.[CH2:29]([N:35]([CH3:40])[S:36]([NH2:39])(=[O:38])=[O:37])[CH2:30][CH2:31][CH2:32][CH2:33][CH3:34].N12CCCN=C1CCCCC2.Cl. The catalyst is O1CCCC1.C(OCC)(=O)C. The product is [Cl:1][C:2]1[C:3]([O:12][C:13]2[CH:18]=[C:17]([O:19][CH2:20][CH2:21][O:22][CH3:23])[CH:16]=[CH:15][C:14]=2[CH2:24][CH2:25][C:26]([NH:39][S:36]([N:35]([CH2:29][CH2:30][CH2:31][CH2:32][CH2:33][CH3:34])[CH3:40])(=[O:38])=[O:37])=[O:27])=[N:4][CH:5]=[C:6]([C:8]([F:11])([F:10])[F:9])[CH:7]=1. The yield is 0.0800. (5) The reactants are [Cl:1][C:2]1[C:3]([CH2:8][NH:9][C:10]([C@@H:12]2[CH2:17][N:16]3[C:18](=[O:21])[O:19][CH2:20][C@H:15]3[CH2:14][CH2:13]2)=O)=[N:4][CH:5]=[CH:6][N:7]=1.O=P(Cl)(Cl)Cl.C([O-])(O)=O.[Na+]. The catalyst is CC#N. The product is [Cl:1][C:2]1[C:3]2[N:4]([C:10]([C@H:12]3[CH2:17][N:16]4[C:18](=[O:21])[O:19][CH2:20][C@@H:15]4[CH2:14][CH2:13]3)=[N:9][CH:8]=2)[CH:5]=[CH:6][N:7]=1. The yield is 0.980. (6) The reactants are [Cl:1][C:2]1[CH:7]=[CH:6][C:5]([O:8][C:9](=[O:20])[N:10]([C@H:12]2[CH2:17][CH2:16][C@H:15]([CH2:18][OH:19])[CH2:14][CH2:13]2)[CH3:11])=[CH:4][CH:3]=1.[CH3:21][S:22](Cl)(=[O:24])=[O:23].N1C=CC=CC=1.O. The catalyst is C(Cl)Cl.CN(C1C=CN=CC=1)C. The product is [Cl:1][C:2]1[CH:3]=[CH:4][C:5]([O:8][C:9]([N:10]([CH3:11])[C@H:12]2[CH2:17][CH2:16][C@H:15]([CH2:18][O:19][S:22]([CH3:21])(=[O:24])=[O:23])[CH2:14][CH2:13]2)=[O:20])=[CH:6][CH:7]=1. The yield is 0.960. (7) The reactants are C([O:8][C:9]1[C:10](=[O:22])[CH:11]=[C:12]([CH:16]([OH:21])[C:17]([F:20])([F:19])[F:18])[N:13]([CH3:15])[CH:14]=1)C1C=CC=CC=1. The catalyst is CO.[Pd]. The product is [OH:8][C:9]1[C:10](=[O:22])[CH:11]=[C:12]([CH:16]([OH:21])[C:17]([F:18])([F:19])[F:20])[N:13]([CH3:15])[CH:14]=1. The yield is 0.920. (8) The reactants are [OH:1][C:2]1[CH:22]=[CH:21][C:5]([C:6]([NH:8][N:9]=[C:10]2[C:18]3[C:13](=[CH:14][CH:15]=[C:16]([I:19])[CH:17]=3)[NH:12][C:11]2=[O:20])=[O:7])=[CH:4][CH:3]=1.C1CCN2C(=NCCC2)CC1.Br[CH2:35][C:36]([O:38][CH3:39])=[O:37]. The catalyst is CN(C=O)C. The product is [CH3:39][O:38][C:36](=[O:37])[CH2:35][N:12]1[C:13]2[C:18](=[CH:17][C:16]([I:19])=[CH:15][CH:14]=2)[C:10](=[N:9][NH:8][C:6](=[O:7])[C:5]2[CH:21]=[CH:22][C:2]([OH:1])=[CH:3][CH:4]=2)[C:11]1=[O:20]. The yield is 0.340.